From a dataset of Reaction yield outcomes from USPTO patents with 853,638 reactions. Predict the reaction yield, written as a fraction of the theoretical maximum amount of product (1.0 means a 100% yield; for example, 0.34 means a 34% yield). The reactants are [CH2:1](O)[CH2:2][CH2:3][CH2:4][CH2:5][CH2:6][CH2:7][CH2:8][CH2:9][C:10]#[CH:11].C(Br)(Br)(Br)[Br:14].C1(P(C2C=CC=CC=2)C2C=CC=CC=2)C=CC=CC=1.C1CCCCC1. The catalyst is C(Cl)Cl. The product is [Br:14][CH2:1][CH2:2][CH2:3][CH2:4][CH2:5][CH2:6][CH2:7][CH2:8][CH2:9][C:10]#[CH:11]. The yield is 0.640.